Dataset: Peptide-MHC class I binding affinity with 185,985 pairs from IEDB/IMGT. Task: Regression. Given a peptide amino acid sequence and an MHC pseudo amino acid sequence, predict their binding affinity value. This is MHC class I binding data. (1) The binding affinity (normalized) is 0.158. The peptide sequence is RRFWPYYV. The MHC is HLA-B27:05 with pseudo-sequence HLA-B27:05. (2) The peptide sequence is IHLAIMAVF. The MHC is HLA-A24:02 with pseudo-sequence HLA-A24:02. The binding affinity (normalized) is 0.605. (3) The peptide sequence is IYYLEKANK. The MHC is HLA-A26:01 with pseudo-sequence HLA-A26:01. The binding affinity (normalized) is 0.0847. (4) The peptide sequence is PAMCNVYI. The MHC is Mamu-B01 with pseudo-sequence Mamu-B01. The binding affinity (normalized) is 0.217. (5) The peptide sequence is YWMGGTTYF. The MHC is HLA-A26:02 with pseudo-sequence HLA-A26:02. The binding affinity (normalized) is 0.0847. (6) The peptide sequence is YKEPNSIIL. The MHC is HLA-A02:03 with pseudo-sequence HLA-A02:03. The binding affinity (normalized) is 0.0847. (7) The peptide sequence is VQTKPGLFK. The MHC is HLA-A03:01 with pseudo-sequence HLA-A03:01. The binding affinity (normalized) is 0.540.